From a dataset of Peptide-MHC class II binding affinity with 134,281 pairs from IEDB. Regression. Given a peptide amino acid sequence and an MHC pseudo amino acid sequence, predict their binding affinity value. This is MHC class II binding data. (1) The peptide sequence is FRNQWLLESDHLISE. The MHC is DRB1_0701 with pseudo-sequence DRB1_0701. The binding affinity (normalized) is 0.830. (2) The peptide sequence is DFLELLRYLAVELLP. The MHC is DRB5_0101 with pseudo-sequence DRB5_0101. The binding affinity (normalized) is 0.274. (3) The peptide sequence is GEPKGAAESSSKAAL. The MHC is DRB1_1302 with pseudo-sequence DRB1_1302. The binding affinity (normalized) is 0. (4) The peptide sequence is IASLFAAAGLAAAAP. The MHC is DRB1_1602 with pseudo-sequence DRB1_1602. The binding affinity (normalized) is 0.374. (5) The peptide sequence is DKFTVFEAAFNDAIK. The MHC is HLA-DQA10401-DQB10402 with pseudo-sequence HLA-DQA10401-DQB10402. The binding affinity (normalized) is 0.155. (6) The peptide sequence is QEVFKAIQSLKTTEV. The MHC is HLA-DPA10103-DPB10301 with pseudo-sequence HLA-DPA10103-DPB10301. The binding affinity (normalized) is 0.313. (7) The peptide sequence is SVTIKLDGNLLSSND. The MHC is HLA-DPA10103-DPB10402 with pseudo-sequence HLA-DPA10103-DPB10402. The binding affinity (normalized) is 0.220. (8) The peptide sequence is SGLFQFFVFLALAGR. The binding affinity (normalized) is 0.356. The MHC is DRB1_0405 with pseudo-sequence DRB1_0405.